Predict which catalyst facilitates the given reaction. From a dataset of Catalyst prediction with 721,799 reactions and 888 catalyst types from USPTO. (1) Reactant: C1C=CC(P(C2C=CC3C(=CC=CC=3)C=2C2C3C(=CC=CC=3)C=CC=2P(C2C=CC=CC=2)C2C=CC=CC=2)C2C=CC=CC=2)=CC=1.[Cl:47][C:48]1[CH:53]=[CH:52][C:51](B(O)O)=[CH:50][C:49]=1[F:57].CO.[CH2:60]([N:67]1[CH2:71][CH:70]=[C:69]([C:72](=[O:74])[CH3:73])[CH2:68]1)[C:61]1[CH:66]=[CH:65][CH:64]=[CH:63][CH:62]=1. Product: [CH2:60]([N:67]1[CH2:71][C@H:70]([C:51]2[CH:52]=[CH:53][C:48]([Cl:47])=[C:49]([F:57])[CH:50]=2)[C@@H:69]([C:72](=[O:74])[CH3:73])[CH2:68]1)[C:61]1[CH:66]=[CH:65][CH:64]=[CH:63][CH:62]=1. The catalyst class is: 6. (2) Reactant: [OH:1][C:2]1[CH:7]=[CH:6][CH:5]=[CH:4][C:3]=1[NH:8][C:9](=[O:18])[C:10]1[CH:15]=[CH:14][C:13]([O:16][CH3:17])=[CH:12][CH:11]=1.C(N(CC)CC)C.[C:26]([C:30]1[CH:38]=[CH:37][C:33]([C:34](Cl)=[O:35])=[CH:32][CH:31]=1)([CH3:29])([CH3:28])[CH3:27]. Product: [C:26]([C:30]1[CH:31]=[CH:32][C:33]([C:34]([O:1][C:2]2[CH:7]=[CH:6][CH:5]=[CH:4][C:3]=2[NH:8][C:9](=[O:18])[C:10]2[CH:11]=[CH:12][C:13]([O:16][CH3:17])=[CH:14][CH:15]=2)=[O:35])=[CH:37][CH:38]=1)([CH3:29])([CH3:27])[CH3:28]. The catalyst class is: 2. (3) Reactant: [F:1][C:2]1[CH:7]=[CH:6][CH:5]=[C:4]([F:8])[C:3]=1[N:9]1[C:14]2[N:15]=[C:16]([N:29]3[CH2:34][CH2:33][CH:32]([N:35]4[CH2:40][CH2:39][CH:38]([CH3:41])[CH2:37][CH2:36]4)[CH2:31][CH2:30]3)[N:17]=[C:18]([C:19]3[CH:20]=[C:21]([CH:25]=[CH:26][C:27]=3[CH3:28])[C:22](O)=[O:23])[C:13]=2[CH:12]=[CH:11][C:10]1=[O:42].CN(C(O[N:51]1N=N[C:53]2C=CC=[CH:57][C:52]1=2)=[N+](C)C)C.F[P-](F)(F)(F)(F)F.C(N(CC)CC)C.C(N)(C)C. Product: [F:1][C:2]1[CH:7]=[CH:6][CH:5]=[C:4]([F:8])[C:3]=1[N:9]1[C:14]2[N:15]=[C:16]([N:29]3[CH2:30][CH2:31][CH:32]([N:35]4[CH2:36][CH2:37][CH:38]([CH3:41])[CH2:39][CH2:40]4)[CH2:33][CH2:34]3)[N:17]=[C:18]([C:19]3[CH:20]=[C:21]([CH:25]=[CH:26][C:27]=3[CH3:28])[C:22]([NH:51][CH:52]([CH3:57])[CH3:53])=[O:23])[C:13]=2[CH:12]=[CH:11][C:10]1=[O:42]. The catalyst class is: 3. (4) Reactant: CO.[CH3:3][S:4][CH2:5][CH2:6][CH2:7][O:8][C:9]1[CH:10]=[C:11]2[C:15](=[CH:16][CH:17]=1)[N:14](C(OC(C)(C)C)=O)[C:13]([C:25]([O:27]CC)=[O:26])=[CH:12]2.[Li+].[OH-]. Product: [CH3:3][S:4][CH2:5][CH2:6][CH2:7][O:8][C:9]1[CH:10]=[C:11]2[C:15](=[CH:16][CH:17]=1)[NH:14][C:13]([C:25]([OH:27])=[O:26])=[CH:12]2. The catalyst class is: 1. (5) Reactant: [CH3:1][O:2][CH2:3][CH2:4][OH:5].[H-].[Na+].CS[C:10]1[N:11]=[N:12][C:13]([C:27]#[N:28])=[C:14]([N:16]2[CH2:22][CH2:21][C:20]3[CH:23]=[CH:24][CH:25]=[CH:26][C:19]=3[CH2:18][CH2:17]2)[N:15]=1. Product: [CH3:1][O:2][CH2:3][CH2:4][O:5][C:10]1[N:11]=[N:12][C:13]([C:27]#[N:28])=[C:14]([N:16]2[CH2:22][CH2:21][C:20]3[CH:23]=[CH:24][CH:25]=[CH:26][C:19]=3[CH2:18][CH2:17]2)[N:15]=1. The catalyst class is: 7. (6) Reactant: C([O:8][CH2:9][C@@H:10]1[CH:14]([CH:15]([CH3:18])[CH2:16][OH:17])[O:13][C:12](=[O:19])[NH:11]1)C1C=CC=CC=1. Product: [OH:8][CH2:9][C@@H:10]1[CH:14]([CH:15]([CH3:18])[CH2:16][OH:17])[O:13][C:12](=[O:19])[NH:11]1. The catalyst class is: 19. (7) Reactant: [CH:1]1([NH:6][C:7]2[CH:12]=[CH:11][C:10]([C@H:13]3[C@@H:18]([C:19](OCC)=[O:20])[CH2:17][CH2:16][CH2:15][N:14]3[C:24](=[O:33])[C:25]3[C:30]([CH3:31])=[CH:29][CH:28]=[CH:27][C:26]=3[F:32])=[CH:9][CH:8]=2)[CH2:5][CH2:4][CH2:3][CH2:2]1.[CH3:34][C:35]1[C:41]([C:42]([F:45])([F:44])[F:43])=[CH:40][C:38]([NH2:39])=[CH:37][CH:36]=1.C[Al](C)C.O.O.O.O.C(C(C(C([O-])=O)O)O)([O-])=O.[K+].[Na+]. Product: [CH:1]1([NH:6][C:7]2[CH:8]=[CH:9][C:10]([C@H:13]3[C@@H:18]([C:19]([NH:39][C:38]4[CH:37]=[CH:36][C:35]([CH3:34])=[C:41]([C:42]([F:43])([F:44])[F:45])[CH:40]=4)=[O:20])[CH2:17][CH2:16][CH2:15][N:14]3[C:24](=[O:33])[C:25]3[C:30]([CH3:31])=[CH:29][CH:28]=[CH:27][C:26]=3[F:32])=[CH:11][CH:12]=2)[CH2:5][CH2:4][CH2:3][CH2:2]1. The catalyst class is: 226. (8) Reactant: [Cl:1][C:2]1[CH:7]=[CH:6][C:5]([CH2:8][C@@H:9]([C:13]2[CH:18]=[CH:17][CH:16]=[C:15]([C:19]#[N:20])[CH:14]=2)[C@@H:10]([NH2:12])[CH3:11])=[CH:4][CH:3]=1.[OH:21][C:22]([CH3:32])([CH3:31])[C:23]([C:25]1[CH:30]=[CH:29][CH:28]=[CH:27][CH:26]=1)=O.C(O[BH-](OC(=O)C)OC(=O)C)(=O)C.[Na+]. Product: [Cl:1][C:2]1[CH:7]=[CH:6][C:5]([CH2:8][C@@H:9]([C:13]2[CH:14]=[C:15]([CH:16]=[CH:17][CH:18]=2)[C:19]#[N:20])[C@@H:10]([NH:12][CH:23]([C:25]2[CH:30]=[CH:29][CH:28]=[CH:27][CH:26]=2)[C:22]([OH:21])([CH3:32])[CH3:31])[CH3:11])=[CH:4][CH:3]=1. The catalyst class is: 68. (9) Reactant: C[O:2][C:3]([C:5]1[S:6][C:7]([S:10](=[O:13])(=[O:12])[NH2:11])=[CH:8][CH:9]=1)=O.[BH4-].[Li+]. Product: [OH:2][CH2:3][C:5]1[S:6][C:7]([S:10]([NH2:11])(=[O:13])=[O:12])=[CH:8][CH:9]=1. The catalyst class is: 7.